This data is from Reaction yield outcomes from USPTO patents with 853,638 reactions. The task is: Predict the reaction yield, written as a fraction of the theoretical maximum amount of product (1.0 means a 100% yield; for example, 0.34 means a 34% yield). (1) The reactants are [CH3:1][C:2]([S:5]([NH:7][C@@H:8]([C:12]1[CH:17]=[CH:16][C:15]([O:18][CH2:19][C:20]([F:23])([F:22])[F:21])=[CH:14][N:13]=1)[CH2:9][CH:10]=C)=[O:6])([CH3:4])[CH3:3].[BH4-].[Na+].[OH2:26]. The catalyst is CO.C(Cl)Cl. The yield is 0.780. The product is [OH:26][CH2:10][CH2:9][C@@H:8]([NH:7][S:5]([C:2]([CH3:4])([CH3:3])[CH3:1])=[O:6])[C:12]1[CH:17]=[CH:16][C:15]([O:18][CH2:19][C:20]([F:23])([F:22])[F:21])=[CH:14][N:13]=1. (2) The reactants are Br[C:2]1[CH:7]=[C:6]([N+:8]([O-:10])=[O:9])[CH:5]=[C:4]([Cl:11])[CH:3]=1.[Cl-].[C:13]([O:17][C:18](=[O:21])[CH2:19][Zn+])([CH3:16])([CH3:15])[CH3:14]. The catalyst is C1COCC1.C1C=CC(/C=C/C(/C=C/C2C=CC=CC=2)=O)=CC=1.C1C=CC(/C=C/C(/C=C/C2C=CC=CC=2)=O)=CC=1.C1C=CC(/C=C/C(/C=C/C2C=CC=CC=2)=O)=CC=1.[Pd].[Pd].CC(P(C(C)(C)C)[C-]1C=CC=C1)(C)C.C1C=CC([C-]2C(C3C=CC=CC=3)=C(C3C=CC=CC=3)C(C3C=CC=CC=3)=C2C2C=CC=CC=2)=CC=1.[Fe+2]. The product is [Cl:11][C:4]1[CH:3]=[C:2]([CH2:19][C:18]([O:17][C:13]([CH3:16])([CH3:15])[CH3:14])=[O:21])[CH:7]=[C:6]([N+:8]([O-:10])=[O:9])[CH:5]=1. The yield is 0.820.